Dataset: Forward reaction prediction with 1.9M reactions from USPTO patents (1976-2016). Task: Predict the product of the given reaction. (1) Given the reactants [CH2:1]([O:3]C(=O)CC1C=CC(N)=CC=1)C.C1(C#N)CCCC1.[CH2:21]([O:23][C:24](=[O:40])[CH2:25][C:26]1[CH:31]=[CH:30][C:29]([NH2:32])=[C:28]([C:33]([CH:35]2[CH2:39][CH2:38][CH2:37][CH2:36]2)=[O:34])[CH:27]=1)[CH3:22].[NH2:41][C:42]1[S:43][CH:44]=[CH:45][N:46]=1, predict the reaction product. The product is: [CH2:21]([O:23][C:24](=[O:40])[CH2:25][C:26]1[CH:31]=[CH:30][C:29]([NH2:32])=[C:28]([C:33]([CH:35]2[CH2:39][CH2:38][CH2:37][CH2:36]2)=[O:34])[CH:27]=1)[CH3:22].[CH2:21]([O:23][C:24](=[O:40])[CH2:25][C:26]1[CH:31]=[CH:30][C:29]([NH:32][C:1]([NH:41][C:42]2[S:43][CH:44]=[CH:45][N:46]=2)=[O:3])=[C:28]([C:33]([CH:35]2[CH2:39][CH2:38][CH2:37][CH2:36]2)=[O:34])[CH:27]=1)[CH3:22]. (2) Given the reactants [NH2:1][C:2]1[CH:7]=[CH:6][C:5]([C:8]([N:10]2[CH2:16][C:15]3([CH3:18])[CH2:17][CH:11]2[CH2:12][C:13]([CH3:20])([CH3:19])[CH2:14]3)=[O:9])=[CH:4][CH:3]=1.[C:21](Cl)(=[O:28])[C:22]1[CH:27]=[CH:26][N:25]=[CH:24][CH:23]=1, predict the reaction product. The product is: [CH3:18][C:15]12[CH2:17][CH:11]([N:10]([C:8]([C:5]3[CH:4]=[CH:3][C:2]([NH:1][C:21](=[O:28])[C:22]4[CH:27]=[CH:26][N:25]=[CH:24][CH:23]=4)=[CH:7][CH:6]=3)=[O:9])[CH2:16]1)[CH2:12][C:13]([CH3:20])([CH3:19])[CH2:14]2.